Dataset: NCI-60 drug combinations with 297,098 pairs across 59 cell lines. Task: Regression. Given two drug SMILES strings and cell line genomic features, predict the synergy score measuring deviation from expected non-interaction effect. Synergy scores: CSS=11.1, Synergy_ZIP=-5.38, Synergy_Bliss=2.57, Synergy_Loewe=-1.77, Synergy_HSA=-0.863. Drug 1: CC(C)(C#N)C1=CC(=CC(=C1)CN2C=NC=N2)C(C)(C)C#N. Cell line: PC-3. Drug 2: CCN(CC)CCCC(C)NC1=C2C=C(C=CC2=NC3=C1C=CC(=C3)Cl)OC.